Dataset: Reaction yield outcomes from USPTO patents with 853,638 reactions. Task: Predict the reaction yield, written as a fraction of the theoretical maximum amount of product (1.0 means a 100% yield; for example, 0.34 means a 34% yield). (1) The reactants are [CH3:1][C:2]1[C:3]([C:12](=O)[CH2:13][CH3:14])=[C:4]([NH:8][C:9]([NH2:11])=[O:10])[S:5][C:6]=1[CH3:7].[OH-].[Na+].CC(O)=O. The catalyst is CCO. The product is [CH2:13]([C:12]1[C:3]2[C:2]([CH3:1])=[C:6]([CH3:7])[S:5][C:4]=2[NH:8][C:9](=[O:10])[N:11]=1)[CH3:14]. The yield is 0.190. (2) The reactants are [Cl:1][C:2]1[CH:3]=[C:4]([S:31]([N:34](COC)[C:35]2[N:36]=[N:37][CH:38]=[CH:39][CH:40]=2)(=[O:33])=[O:32])[CH:5]=[CH:6][C:7]=1[O:8][C:9]1[CH:14]=[CH:13][C:12]([C:15]2[CH:20]=[CH:19][C:18]([C:21]([F:24])([F:23])[F:22])=[CH:17][CH:16]=2)=[CH:11][C:10]=1[C:25]1[CH:30]=[CH:29][N:28]=[N:27][CH:26]=1.ClC1C=C(S(/N=C2/N(COC)N=CC=C/2)(=O)=O)C=CC=1OC1C=CC(C2C=CC(C(F)(F)F)=CC=2)=CC=1C1C=CN=NC=1.Cl. The catalyst is ClCCl.O1CCOCC1. The product is [Cl:1][C:2]1[CH:3]=[C:4]([S:31]([NH:34][C:35]2[N:36]=[N:37][CH:38]=[CH:39][CH:40]=2)(=[O:32])=[O:33])[CH:5]=[CH:6][C:7]=1[O:8][C:9]1[CH:14]=[CH:13][C:12]([C:15]2[CH:16]=[CH:17][C:18]([C:21]([F:24])([F:23])[F:22])=[CH:19][CH:20]=2)=[CH:11][C:10]=1[C:25]1[CH:30]=[CH:29][N:28]=[N:27][CH:26]=1. The yield is 0.330. (3) The reactants are [N+:1]([C:4]1[CH:18]=[CH:17][C:7]([CH2:8][NH:9][C:10](=[O:16])[O:11][C:12]([CH3:15])([CH3:14])[CH3:13])=[CH:6][CH:5]=1)([O-])=O.C(O)C.O.[Cl-].[NH4+]. The catalyst is O1CCOCC1. The product is [NH2:1][C:4]1[CH:18]=[CH:17][C:7]([CH2:8][NH:9][C:10](=[O:16])[O:11][C:12]([CH3:14])([CH3:15])[CH3:13])=[CH:6][CH:5]=1. The yield is 0.990.